From a dataset of Reaction yield outcomes from USPTO patents with 853,638 reactions. Predict the reaction yield, written as a fraction of the theoretical maximum amount of product (1.0 means a 100% yield; for example, 0.34 means a 34% yield). (1) The reactants are [CH2:1]([N:3]([CH2:24][CH3:25])[C:4](=[O:23])[C:5]1[CH:10]=[CH:9][C:8]([NH:11][CH2:12][CH2:13][N:14]2[CH2:19][CH2:18][O:17][CH2:16][CH2:15]2)=[C:7]([N+:20]([O-])=O)[CH:6]=1)[CH3:2]. The catalyst is CO.[Pd]. The product is [NH2:20][C:7]1[CH:6]=[C:5]([CH:10]=[CH:9][C:8]=1[NH:11][CH2:12][CH2:13][N:14]1[CH2:15][CH2:16][O:17][CH2:18][CH2:19]1)[C:4]([N:3]([CH2:1][CH3:2])[CH2:24][CH3:25])=[O:23]. The yield is 0.950. (2) The product is [CH3:1][O:2][C:3](=[O:10])[CH2:4][CH:5]([NH:17][C:12]1[CH:13]=[CH:14][CH:15]=[CH:16][C:11]=1[NH2:18])[CH2:6][O:7][CH3:8]. The yield is 0.270. The reactants are [CH3:1][O:2][C:3](=[O:10])[CH2:4][C:5](=O)[CH2:6][O:7][CH3:8].[C:11]1([NH2:18])[C:12]([NH2:17])=[CH:13][CH:14]=[CH:15][CH:16]=1.CC(O)=O.C([O-])(O)=O.[Na+]. The catalyst is C(Cl)Cl.O. (3) The reactants are [CH2:1]([N:8]1[C:20]2[CH:19]=[CH:18][C:17]([C:21]([O:23]CC)=[O:22])=[CH:16][C:15]=2[C:14]2[C:9]1=[CH:10][C:11]([C:29]1[C:30]([CH3:35])=[N:31][O:32][C:33]=1[CH3:34])=[CH:12][C:13]=2[C:26](=[O:28])[NH2:27])[C:2]1[CH:7]=[CH:6][CH:5]=[CH:4][CH:3]=1.[OH-].[Na+]. The catalyst is C1COCC1.CO. The product is [CH2:1]([N:8]1[C:20]2[CH:19]=[CH:18][C:17]([C:21]([OH:23])=[O:22])=[CH:16][C:15]=2[C:14]2[C:9]1=[CH:10][C:11]([C:29]1[C:30]([CH3:35])=[N:31][O:32][C:33]=1[CH3:34])=[CH:12][C:13]=2[C:26](=[O:28])[NH2:27])[C:2]1[CH:3]=[CH:4][CH:5]=[CH:6][CH:7]=1. The yield is 0.880.